From a dataset of Peptide-MHC class I binding affinity with 185,985 pairs from IEDB/IMGT. Regression. Given a peptide amino acid sequence and an MHC pseudo amino acid sequence, predict their binding affinity value. This is MHC class I binding data. The peptide sequence is FQPQNGQYI. The MHC is HLA-C07:01 with pseudo-sequence HLA-C07:01. The binding affinity (normalized) is 0.558.